This data is from Catalyst prediction with 721,799 reactions and 888 catalyst types from USPTO. The task is: Predict which catalyst facilitates the given reaction. (1) Reactant: COC(=O)C=C[C:6]1[N:7]([CH2:24][C:25]2[CH:33]=[CH:32][C:28]3[O:29][CH2:30][O:31][C:27]=3[CH:26]=2)[C:8](=[O:23])[C:9]2[C:14]([C:15]=1[C:16]1[CH:21]=[CH:20][CH:19]=[CH:18][CH:17]=1)=[CH:13][C:12]([Br:22])=[CH:11][CH:10]=2.[CH2:35]1[CH2:39][O:38]C[CH2:36]1.[OH-:40].[Na+].Cl. Product: [O:29]1[C:28]2[CH:32]=[CH:33][C:25]([CH2:24][N:7]3[C:6]([C:35](=[CH2:36])[C:39]([OH:38])=[O:40])=[C:15]([C:16]4[CH:17]=[CH:18][CH:19]=[CH:20][CH:21]=4)[C:14]4[C:9](=[CH:10][CH:11]=[C:12]([Br:22])[CH:13]=4)[C:8]3=[O:23])=[CH:26][C:27]=2[O:31][CH2:30]1. The catalyst class is: 5. (2) Reactant: [CH3:1][N:2]1[CH2:7][CH2:6][NH:5][CH2:4][CH2:3]1.CCN(C(C)C)C(C)C.[C:17]([C:19]1([NH:22][C:23]([C@@H:25]2[CH2:29][C@@H:28]([S:30]([C:33]3[CH:38]=[CH:37][C:36](F)=[CH:35][C:34]=3[C:40]([F:43])([F:42])[F:41])(=[O:32])=[O:31])[CH2:27][N:26]2[C:44]2[N:45]([CH:50]3[CH2:53][CH2:52][CH2:51]3)[N:46]=[C:47]([CH3:49])[CH:48]=2)=[O:24])[CH2:21][CH2:20]1)#[N:18]. Product: [C:17]([C:19]1([NH:22][C:23]([C@@H:25]2[CH2:29][C@@H:28]([S:30]([C:33]3[CH:38]=[CH:37][C:36]([N:5]4[CH2:6][CH2:7][N:2]([CH3:1])[CH2:3][CH2:4]4)=[CH:35][C:34]=3[C:40]([F:43])([F:42])[F:41])(=[O:32])=[O:31])[CH2:27][N:26]2[C:44]2[N:45]([CH:50]3[CH2:53][CH2:52][CH2:51]3)[N:46]=[C:47]([CH3:49])[CH:48]=2)=[O:24])[CH2:21][CH2:20]1)#[N:18]. The catalyst class is: 10. (3) Reactant: [F:1][C:2]1[CH:7]=[CH:6][C:5]([C:8]2[N:17]([CH2:18][C:19]([OH:21])=[O:20])[C:16](=[O:22])[C:15]3[C:10](=[CH:11][CH:12]=[C:13]([N:23]4[CH2:29][C:28]([CH3:31])([CH3:30])[CH2:27][NH:26][CH:25]([CH3:32])[CH2:24]4)[CH:14]=3)[N:9]=2)=[CH:4][C:3]=1[O:33][CH3:34].[C:35]([O:39][C:40](O[C:40]([O:39][C:35]([CH3:38])([CH3:37])[CH3:36])=[O:41])=[O:41])([CH3:38])([CH3:37])[CH3:36].C(N(CC)CC)C. Product: [C:35]([O:39][C:40]([N:26]1[CH2:27][C:28]([CH3:31])([CH3:30])[CH2:29][N:23]([C:13]2[CH:14]=[C:15]3[C:10](=[CH:11][CH:12]=2)[N:9]=[C:8]([C:5]2[CH:6]=[CH:7][C:2]([F:1])=[C:3]([O:33][CH3:34])[CH:4]=2)[N:17]([CH2:18][C:19]([OH:21])=[O:20])[C:16]3=[O:22])[CH2:24][CH:25]1[CH3:32])=[O:41])([CH3:38])([CH3:37])[CH3:36]. The catalyst class is: 2.